From a dataset of Full USPTO retrosynthesis dataset with 1.9M reactions from patents (1976-2016). Predict the reactants needed to synthesize the given product. (1) Given the product [Cl:32][C:29]1[CH:30]=[CH:31][C:19](/[CH:16]=[CH:15]/[C:14]([N:11]2[CH2:12][CH2:13][N:8]([CH2:7][C:5]3[N:6]=[C:2]([CH3:1])[O:3][CH:4]=3)[CH2:9][CH2:10]2)=[O:17])=[C:20]([CH2:21][C:22]2[O:26][N:25]=[C:24]([CH3:27])[N:23]=2)[CH:28]=1, predict the reactants needed to synthesize it. The reactants are: [CH3:1][C:2]1[O:3][CH:4]=[C:5]([CH2:7][N:8]2[CH2:13][CH2:12][N:11]([C:14](=[O:17])[CH:15]=[CH2:16])[CH2:10][CH2:9]2)[N:6]=1.Br[C:19]1[CH:31]=[CH:30][C:29]([Cl:32])=[CH:28][C:20]=1[CH2:21][C:22]1[O:26][N:25]=[C:24]([CH3:27])[N:23]=1. (2) Given the product [Cl:12][C:9]1[N:10]=[C:11]2[C:6](=[CH:7][CH:8]=1)[N:5]=[CH:4][C:3]([C:13](=[O:15])[CH3:14])=[C:2]2[NH:28][C:27]1[CH:26]=[CH:25][C:24]([CH2:23][N:20]2[CH2:19][CH2:18][N:17]([CH3:16])[CH2:22][CH2:21]2)=[CH:30][CH:29]=1, predict the reactants needed to synthesize it. The reactants are: Cl[C:2]1[C:11]2[C:6](=[CH:7][CH:8]=[C:9]([Cl:12])[N:10]=2)[N:5]=[CH:4][C:3]=1[C:13](=[O:15])[CH3:14].[CH3:16][N:17]1[CH2:22][CH2:21][N:20]([CH2:23][C:24]2[CH:30]=[CH:29][C:27]([NH2:28])=[CH:26][CH:25]=2)[CH2:19][CH2:18]1.